From a dataset of Reaction yield outcomes from USPTO patents with 853,638 reactions. Predict the reaction yield, written as a fraction of the theoretical maximum amount of product (1.0 means a 100% yield; for example, 0.34 means a 34% yield). The reactants are [Cl:1][C:2]1[CH:6]=[N:5][N:4]([CH3:7])[C:3]=1[C:8]1[CH:9]=[C:10]([NH2:16])[CH:11]=[CH:12][C:13]=1[O:14][CH3:15].[F:17][C:18]1[CH:19]=[C:20]([N:25]=[C:26]=[O:27])[CH:21]=[CH:22][C:23]=1[F:24]. No catalyst specified. The product is [Cl:1][C:2]1[CH:6]=[N:5][N:4]([CH3:7])[C:3]=1[C:8]1[CH:9]=[C:10]([NH:16][C:26]([NH:25][C:20]2[CH:21]=[CH:22][C:23]([F:24])=[C:18]([F:17])[CH:19]=2)=[O:27])[CH:11]=[CH:12][C:13]=1[O:14][CH3:15]. The yield is 0.340.